From a dataset of Full USPTO retrosynthesis dataset with 1.9M reactions from patents (1976-2016). Predict the reactants needed to synthesize the given product. (1) Given the product [CH3:25][C@@H:3]1[C@H:2]([NH:1][CH2:32][C:27]2[CH:28]=[CH:29][CH:30]=[CH:31][N:26]=2)[CH2:11][C@@H:10]2[C@:5]([CH3:14])([CH2:6][CH2:7][CH2:8][C:9]2([CH3:13])[CH3:12])[C@H:4]1[C:15]([C:17]1[CH:22]=[C:21]([OH:23])[CH:20]=[C:19]([OH:24])[CH:18]=1)=[O:16], predict the reactants needed to synthesize it. The reactants are: [NH2:1][C@@H:2]1[CH2:11][C@@H:10]2[C@:5]([CH3:14])([CH2:6][CH2:7][CH2:8][C:9]2([CH3:13])[CH3:12])[C@@H:4]([C:15]([C:17]2[CH:18]=[C:19]([OH:24])[CH:20]=[C:21]([OH:23])[CH:22]=2)=[O:16])[C@@H:3]1[CH3:25].[N:26]1[CH:31]=[CH:30][CH:29]=[CH:28][C:27]=1[CH:32]=O.C(O)(=O)C.C(O[BH-](OC(=O)C)OC(=O)C)(=O)C.[Na+]. (2) Given the product [CH2:26]([C:33]1([NH:36][CH2:20][CH:19]([C:16]2[CH:17]=[CH:18][C:9]([OH:8])=[C:10]([CH2:11][OH:13])[CH:15]=2)[OH:25])[CH2:35][CH2:34]1)[C:27]1[CH:32]=[CH:31][CH:30]=[CH:29][CH:28]=1, predict the reactants needed to synthesize it. The reactants are: C([O:8][C:9]1[CH:18]=[CH:17][C:16]([C:19](=[O:25])[CH:20](OCC)O)=[CH:15][C:10]=1[C:11]([O:13]C)=O)C1C=CC=CC=1.[CH2:26]([C:33]1([NH2:36])[CH2:35][CH2:34]1)[C:27]1[CH:32]=[CH:31][CH:30]=[CH:29][CH:28]=1.FC(F)(F)C([O-])=O.